From a dataset of Forward reaction prediction with 1.9M reactions from USPTO patents (1976-2016). Predict the product of the given reaction. (1) Given the reactants C([O:3][C:4](=[O:35])[CH2:5][CH:6]([C:29]1[CH:34]=[CH:33][CH:32]=[CH:31][CH:30]=1)[N:7]1[C:15]2[C:10](=[CH:11][C:12]([CH2:16][CH2:17][CH2:18][C:19]3[CH:28]=[CH:27][C:26]4[CH2:25][CH2:24][CH2:23][NH:22][C:21]=4[N:20]=3)=[CH:13][CH:14]=2)[CH:9]=[CH:8]1)C.[OH-].[Na+].Cl, predict the reaction product. The product is: [C:29]1([CH:6]([N:7]2[C:15]3[C:10](=[CH:11][C:12]([CH2:16][CH2:17][CH2:18][C:19]4[CH:28]=[CH:27][C:26]5[CH2:25][CH2:24][CH2:23][NH:22][C:21]=5[N:20]=4)=[CH:13][CH:14]=3)[CH:9]=[CH:8]2)[CH2:5][C:4]([OH:35])=[O:3])[CH:30]=[CH:31][CH:32]=[CH:33][CH:34]=1. (2) Given the reactants I[C:2]1[C:10]2[O:9][CH:8]=[CH:7][C:6]=2[CH:5]=[C:4]([N+:11]([O-:13])=[O:12])[CH:3]=1.C([Sn](CCCC)(CCCC)[C:19]1[CH:24]=[CH:23][N:22]=[CH:21][CH:20]=1)CCC.CN(C=O)C.[OH-].[Na+], predict the reaction product. The product is: [N+:11]([C:4]1[CH:3]=[C:2]([C:19]2[CH:24]=[CH:23][N:22]=[CH:21][CH:20]=2)[C:10]2[O:9][CH:8]=[CH:7][C:6]=2[CH:5]=1)([O-:13])=[O:12]. (3) The product is: [Cl:29][C:26]1[CH:27]=[CH:28][C:11]2[N:10]3[C:30]([C:33]([F:34])([F:36])[F:35])=[N:31][N:32]=[C:9]3[C@@H:8]([CH2:7][CH2:6][N:39]3[NH:38][N:37]=[C:41]([CH2:42][CH2:48][C:56]([O:59][CH2:60][CH3:61])=[O:58])[NH:40]3)[S:14][C@H:13]([C:15]3[CH:20]=[CH:19][CH:18]=[C:17]([O:21][CH3:22])[C:16]=3[O:23][CH3:24])[C:12]=2[CH:25]=1. Given the reactants CS(O[CH2:6][CH2:7][C@H:8]1[S:14][C@H:13]([C:15]2[CH:20]=[CH:19][CH:18]=[C:17]([O:21][CH3:22])[C:16]=2[O:23][CH3:24])[C:12]2[CH:25]=[C:26]([Cl:29])[CH:27]=[CH:28][C:11]=2[N:10]2[C:30]([C:33]([F:36])([F:35])[F:34])=[N:31][N:32]=[C:9]12)(=O)=O.[NH:37]1[C:41]([CH:42]([CH3:48])C(OCC)=O)=[N:40][N:39]=[N:38]1.C(=O)([O-])[O-].[K+].[K+].O.[C:56]([O:59][CH2:60][CH3:61])(=[O:58])C, predict the reaction product. (4) Given the reactants [OH:1][C@H:2]1[CH2:7][CH2:6][C@H:5]([N:8]2[CH2:12][CH2:11][C:10]3([CH2:17][CH2:16][N:15](C(OCC4C=CC=CC=4)=O)[CH2:14][CH2:13]3)[C:9]2=[O:28])[CH2:4][CH2:3]1, predict the reaction product. The product is: [OH:1][C@H:2]1[CH2:3][CH2:4][C@H:5]([N:8]2[CH2:12][CH2:11][C:10]3([CH2:17][CH2:16][NH:15][CH2:14][CH2:13]3)[C:9]2=[O:28])[CH2:6][CH2:7]1. (5) Given the reactants [C:1]([O:5][C:6]([N:8]1[CH2:13][CH:12]=[C:11]([C:14]2[CH:19]=[CH:18][C:17]([Cl:20])=[CH:16][CH:15]=2)[CH2:10][CH2:9]1)=[O:7])([CH3:4])([CH3:3])[CH3:2].ClC1C=CC=C(C(OO)=[O:29])C=1, predict the reaction product. The product is: [C:1]([O:5][C:6]([N:8]1[CH2:9][CH2:10][C:11]2([C:14]3[CH:19]=[CH:18][C:17]([Cl:20])=[CH:16][CH:15]=3)[CH:12]([O:29]2)[CH2:13]1)=[O:7])([CH3:4])([CH3:2])[CH3:3]. (6) The product is: [Cl:13][C:14]1[C:19]([C:20]([O:22][C:23]([CH3:26])([CH3:25])[CH3:24])=[O:21])=[CH:18][CH:17]=[C:16]([N:10]2[CH:11]=[CH:12][C:8]([O:7][CH2:3][CH:4]([CH3:6])[CH3:5])=[N:9]2)[N:15]=1. Given the reactants [H-].[Na+].[CH2:3]([O:7][C:8]1[CH:12]=[CH:11][NH:10][N:9]=1)[CH:4]([CH3:6])[CH3:5].[Cl:13][C:14]1[C:19]([C:20]([O:22][C:23]([CH3:26])([CH3:25])[CH3:24])=[O:21])=[CH:18][CH:17]=[C:16](Cl)[N:15]=1, predict the reaction product.